This data is from Experimentally validated miRNA-target interactions with 360,000+ pairs, plus equal number of negative samples. The task is: Binary Classification. Given a miRNA mature sequence and a target amino acid sequence, predict their likelihood of interaction. The miRNA is hsa-miR-3914 with sequence AAGGAACCAGAAAAUGAGAAGU. The protein sequence of the target gene is MTLRRLRKLQQKEEAAATPDPAARTPDSEVAPAAPVPTPGPPAAAATPGPPADELYAALEDYHPAELYRALAVSGGTLPRRKGSGFRWKNLSQSPEQQRKVLTLEKEDNQTFGFEIQTYGLHHREEQRVEMVTFVCRVHESSPAQLAGLTPGDTIASVNGLNVEGIRHREIVDIIKASGNVLRLETLYGTSIRKAELEARLQYLKQTLYEKWGEYRSLMVQEQRLVHGLVVKDPSIYDTLESVRSCLYGAGLLPGSLPFGPLLAVPGRPRGGARRARGDADDAVYHTCFFGDSEPPALPP.... Result: 1 (interaction).